From a dataset of Reaction yield outcomes from USPTO patents with 853,638 reactions. Predict the reaction yield, written as a fraction of the theoretical maximum amount of product (1.0 means a 100% yield; for example, 0.34 means a 34% yield). (1) The reactants are [Br:1][C:2]1[CH:3]=[C:4]([CH:7]=[CH:8][C:9]=1[O:10][CH2:11][CH:12]([CH3:14])[CH3:13])[CH:5]=[O:6].[BH4-].[Na+]. No catalyst specified. The product is [Br:1][C:2]1[CH:3]=[C:4]([CH2:5][OH:6])[CH:7]=[CH:8][C:9]=1[O:10][CH2:11][CH:12]([CH3:13])[CH3:14]. The yield is 0.710. (2) The reactants are [CH:1]1([C@H:7]([O:20][CH3:21])[C:8]2[CH:13]=[CH:12][C:11]([C:14]([F:17])([F:16])[F:15])=[CH:10][C:9]=2[CH2:18]O)[CH2:6][CH2:5][CH2:4][CH2:3][CH2:2]1.C(Br)(Br)(Br)[Br:23].C1(P(C2C=CC=CC=2)C2C=CC=CC=2)C=CC=CC=1. The catalyst is C(Cl)Cl. The product is [Br:23][CH2:18][C:9]1[CH:10]=[C:11]([C:14]([F:17])([F:16])[F:15])[CH:12]=[CH:13][C:8]=1[C@H:7]([CH:1]1[CH2:6][CH2:5][CH2:4][CH2:3][CH2:2]1)[O:20][CH3:21]. The yield is 0.660. (3) The reactants are [CH3:1][O:2][CH2:3][CH2:4][CH2:5][OH:6].F[C:8]1[CH:16]=[CH:15][C:11]([C:12]([OH:14])=[O:13])=[CH:10][C:9]=1[C:17]([F:20])([F:19])[F:18].[H-].[Na+].CN(C=O)C. The catalyst is C1COCC1. The product is [CH3:1][O:2][CH2:3][CH2:4][CH2:5][O:6][C:8]1[CH:16]=[CH:15][C:11]([C:12]([OH:14])=[O:13])=[CH:10][C:9]=1[C:17]([F:18])([F:20])[F:19]. The yield is 0.320.